This data is from Reaction yield outcomes from USPTO patents with 853,638 reactions. The task is: Predict the reaction yield, written as a fraction of the theoretical maximum amount of product (1.0 means a 100% yield; for example, 0.34 means a 34% yield). (1) The reactants are [Br:1][C:2]1[CH:11]=[CH:10][C:9]2[NH:8][C:7](=[O:12])[C:6]3[C:13]([CH3:22])=[N:14][N:15]([CH:16]4[CH2:21][CH2:20][CH2:19][CH2:18][O:17]4)[C:5]=3[C:4]=2[CH:3]=1.C(=O)([O-])[O-].[K+].[K+].[CH3:29][O:30][C:31](=[O:36])[CH2:32][CH2:33][CH2:34]Br. The catalyst is CN(C=O)C. The product is [CH3:29][O:30][C:31](=[O:36])[CH2:32][CH2:33][CH2:34][N:8]1[C:9]2[CH:10]=[CH:11][C:2]([Br:1])=[CH:3][C:4]=2[C:5]2[N:15]([CH:16]3[CH2:21][CH2:20][CH2:19][CH2:18][O:17]3)[N:14]=[C:13]([CH3:22])[C:6]=2[C:7]1=[O:12]. The yield is 0.570. (2) The reactants are Cl[C:2]1[N:7]=[C:6]([CH3:8])[N:5]=[C:4]([N:9]([CH2:19][C:20]2[CH:25]=[CH:24][C:23]([O:26][CH3:27])=[CH:22][CH:21]=2)[CH2:10][C:11]2[CH:16]=[CH:15][C:14]([O:17][CH3:18])=[CH:13][CH:12]=2)[N:3]=1.[F:28][C:29]1[C:34](B(O)O)=[CH:33][C:32]([CH2:38][N:39]2[CH2:44][CH2:43][O:42][CH2:41][CH2:40]2)=[CH:31][N:30]=1.C([O-])(=O)C.[K+].O. The catalyst is O1CCOCC1.C(=O)(O)[O-].[Na+]. The product is [F:28][C:29]1[C:34]([C:2]2[N:7]=[C:6]([CH3:8])[N:5]=[C:4]([N:9]([CH2:19][C:20]3[CH:25]=[CH:24][C:23]([O:26][CH3:27])=[CH:22][CH:21]=3)[CH2:10][C:11]3[CH:16]=[CH:15][C:14]([O:17][CH3:18])=[CH:13][CH:12]=3)[N:3]=2)=[CH:33][C:32]([CH2:38][N:39]2[CH2:44][CH2:43][O:42][CH2:41][CH2:40]2)=[CH:31][N:30]=1. The yield is 0.230. (3) The reactants are [CH2:1]([O:3][C:4](=[O:25])[C:5]([CH3:24])([CH3:23])[CH2:6][CH2:7][CH2:8][CH2:9][CH:10]([N+]#[C-])S(C1C=CC(C)=CC=1)(=O)=O)[CH3:2].[H-].[Na+].[CH3:28][OH:29].[OH2:30]. The catalyst is [I-].C([N+](CCCC)(CCCC)CCCC)CCC.CS(C)=O.OS(O)(=O)=O. The product is [OH:29][CH2:28][C:5]([CH3:23])([CH3:4])[CH2:6][CH2:7][CH2:8][C:10](=[O:30])[CH2:9][CH2:8][CH2:7][CH2:6][C:5]([CH3:23])([CH3:24])[C:4]([O:3][CH2:1][CH3:2])=[O:25]. The yield is 0.600.